From a dataset of Full USPTO retrosynthesis dataset with 1.9M reactions from patents (1976-2016). Predict the reactants needed to synthesize the given product. (1) Given the product [CH2:13]([CH:10]1[C:11]2[C:6](=[CH:5][CH:4]=[C:3]([CH2:2][NH:1][S:32]([CH2:31][CH2:30][CH2:29][F:28])(=[O:34])=[O:33])[CH:12]=2)[CH2:7][CH2:8][CH:9]1[NH:20][C:21](=[O:27])[O:22][C:23]([CH3:24])([CH3:26])[CH3:25])[C:14]1[CH:15]=[CH:16][CH:17]=[CH:18][CH:19]=1, predict the reactants needed to synthesize it. The reactants are: [NH2:1][CH2:2][C:3]1[CH:12]=[C:11]2[C:6]([CH2:7][CH2:8][CH:9]([NH:20][C:21](=[O:27])[O:22][C:23]([CH3:26])([CH3:25])[CH3:24])[CH:10]2[CH2:13][C:14]2[CH:19]=[CH:18][CH:17]=[CH:16][CH:15]=2)=[CH:5][CH:4]=1.[F:28][CH2:29][CH2:30][CH2:31][S:32](Cl)(=[O:34])=[O:33]. (2) Given the product [OH:21][CH2:20][C:16]1[CH:15]=[C:14]([C:4]2[N:3]=[C:2]([C:29]3[CH:30]=[CH:31][C:26]([C:24](=[O:25])[NH:23][CH3:22])=[CH:27][CH:28]=3)[CH:7]=[C:6]([N:8]3[CH2:13][CH2:12][O:11][CH2:10][CH2:9]3)[N:5]=2)[CH:19]=[CH:18][CH:17]=1, predict the reactants needed to synthesize it. The reactants are: Cl[C:2]1[CH:7]=[C:6]([N:8]2[CH2:13][CH2:12][O:11][CH2:10][CH2:9]2)[N:5]=[C:4]([C:14]2[CH:19]=[CH:18][CH:17]=[C:16]([CH2:20][OH:21])[CH:15]=2)[N:3]=1.[CH3:22][NH:23][C:24]([C:26]1[CH:31]=[CH:30][C:29](B(O)O)=[CH:28][CH:27]=1)=[O:25].[F-].[Cs+].C(Cl)Cl. (3) Given the product [CH:19]1([NH:22][C:23](=[O:40])[C:24]2[CH:29]=[CH:28][C:27]([CH3:30])=[C:26]([C:2]3[CH:3]=[C:4]4[C:9](=[CH:10][CH:11]=3)[N:8]=[C:7]([NH:12][CH2:13][CH2:14][CH2:15][N:16]([CH3:18])[CH3:17])[N:6]=[CH:5]4)[CH:25]=2)[CH2:20][CH2:21]1, predict the reactants needed to synthesize it. The reactants are: Br[C:2]1[CH:3]=[C:4]2[C:9](=[CH:10][CH:11]=1)[N:8]=[C:7]([NH:12][CH2:13][CH2:14][CH2:15][N:16]([CH3:18])[CH3:17])[N:6]=[CH:5]2.[CH:19]1([NH:22][C:23](=[O:40])[C:24]2[CH:29]=[CH:28][C:27]([CH3:30])=[C:26](B3OC(C)(C)C(C)(C)O3)[CH:25]=2)[CH2:21][CH2:20]1.[F-].[Cs+].O. (4) Given the product [CH3:1][N:2]([CH3:15])[C:3]1[CH:10]=[C:9]([OH:11])[C:6]([CH:7]=[O:8])=[C:5]([OH:13])[CH:4]=1, predict the reactants needed to synthesize it. The reactants are: [CH3:1][N:2]([CH3:15])[C:3]1[CH:10]=[C:9]([O:11]C)[C:6]([CH:7]=[O:8])=[C:5]([O:13]C)[CH:4]=1.[Al+3].[Cl-].[Cl-].[Cl-].C(=O)(O)[O-].[Na+].